From a dataset of Catalyst prediction with 721,799 reactions and 888 catalyst types from USPTO. Predict which catalyst facilitates the given reaction. Reactant: [CH3:1][C:2]1[CH:9]=[C:8]([O:10][CH2:11][C:12]2[S:16][C:15]([C:17]3[CH:22]=[CH:21][C:20]([C:23]([F:26])([F:25])[F:24])=[CH:19][CH:18]=3)=[N:14][C:13]=2[CH2:27][O:28][CH:29]2[CH2:34][CH2:33][CH2:32][CH2:31][O:30]2)[CH:7]=[CH:6][C:3]=1[C:4]#[N:5].Cl.[NH2:36][OH:37].C(N(CC)CC)C.[O:45]1CCC[CH2:46]1. Product: [CH3:1][C:2]1[CH:9]=[C:8]([O:10][CH2:11][C:12]2[S:16][C:15]([C:17]3[CH:18]=[CH:19][C:20]([C:23]([F:25])([F:26])[F:24])=[CH:21][CH:22]=3)=[N:14][C:13]=2[CH2:27][O:28][CH:29]2[CH2:34][CH2:33][CH2:32][CH2:31][O:30]2)[CH:7]=[CH:6][C:3]=1[C:4]1[NH:5][C:46](=[O:45])[O:37][N:36]=1. The catalyst class is: 5.